This data is from Reaction yield outcomes from USPTO patents with 853,638 reactions. The task is: Predict the reaction yield, written as a fraction of the theoretical maximum amount of product (1.0 means a 100% yield; for example, 0.34 means a 34% yield). (1) The catalyst is C(OCC)(=O)C. The yield is 0.910. The product is [CH:17]([C:20]1[CH:25]=[CH:24][CH:23]=[CH:22][C:21]=1[S:36][C:31]1[CH:32]=[CH:33][CH:34]=[CH:35][C:30]=1[CH:27]([CH3:29])[CH3:28])([CH3:19])[CH3:18]. The reactants are C(=O)([O-])[O-].[K+].[K+].C(O)(CC)(C)C.C(O)CO.[CH:17]([C:20]1[CH:25]=[CH:24][CH:23]=[CH:22][C:21]=1I)([CH3:19])[CH3:18].[CH:27]([C:30]1[CH:35]=[CH:34][CH:33]=[CH:32][C:31]=1[SH:36])([CH3:29])[CH3:28].CCCCCCCCCCCC. (2) The reactants are [CH3:1][C:2]1([CH3:9])[O:6][CH:5]([CH2:7][OH:8])[CH2:4][O:3]1.C(Cl)Cl.[C:13]1([CH3:23])[CH:18]=[CH:17][C:16]([S:19](Cl)(=[O:21])=[O:20])=[CH:15][CH:14]=1. The catalyst is O. The product is [CH3:1][C:2]1([CH3:9])[O:6][CH:5]([CH2:7][O:8][S:19]([C:16]2[CH:17]=[CH:18][C:13]([CH3:23])=[CH:14][CH:15]=2)(=[O:21])=[O:20])[CH2:4][O:3]1. The yield is 0.830. (3) The reactants are C(O[C:4](=[O:19])[C:5]([NH:7][C:8]1[CH:13]=[CH:12][C:11]([O:14][CH3:15])=[CH:10][C:9]=1[N+:16]([O-:18])=[O:17])=[O:6])C.C1(C)C=CC=CC=1.[CH2:27]([NH2:31])[CH2:28][CH2:29][CH3:30]. No catalyst specified. The product is [CH2:27]([NH:31][C:4](=[O:19])[C:5]([NH:7][C:8]1[CH:13]=[CH:12][C:11]([O:14][CH3:15])=[CH:10][C:9]=1[N+:16]([O-:18])=[O:17])=[O:6])[CH2:28][CH2:29][CH3:30]. The yield is 0.930. (4) The reactants are [CH2:1]([O:3][C:4](=[O:17])[C@@H:5]([O:14][CH2:15][CH3:16])[CH2:6][C:7]1[CH:12]=[CH:11][C:10]([OH:13])=[CH:9][CH:8]=1)[CH3:2].[H-].[Na+]. The catalyst is C1(C)C=CC=CC=1. The product is [CH2:1]([O:3][C:4](=[O:17])[C@@H:5]([O:14][CH2:15][CH3:16])[CH2:6][C:7]1[CH:8]=[CH:9][C:10]([OH:13])=[CH:11][CH:12]=1)[C:2]1[CH:8]=[CH:7][CH:6]=[CH:5][CH:4]=1. The yield is 0.931. (5) The reactants are [N+:1]([C:4]1[CH:5]=[C:6]([N:10]2[CH2:15][CH2:14][NH:13][CH2:12][CH2:11]2)[CH:7]=[CH:8][CH:9]=1)([O-:3])=[O:2].[H-].[Na+].Br[CH2:19][C:20]([O:22][CH2:23][CH3:24])=[O:21].O. The catalyst is CN(C=O)C. The product is [N+:1]([C:4]1[CH:5]=[C:6]([N:10]2[CH2:15][CH2:14][N:13]([CH2:19][C:20]([O:22][CH2:23][CH3:24])=[O:21])[CH2:12][CH2:11]2)[CH:7]=[CH:8][CH:9]=1)([O-:3])=[O:2]. The yield is 0.650. (6) The reactants are [CH3:1][NH:2][CH:3]([CH2:5]/[CH:6]=[CH:7]/[C:8]1[CH:9]=[N:10][CH:11]=[C:12]([O:14][CH:15]([CH3:17])[CH3:16])[CH:13]=1)[CH3:4].[O:18]=[C:19]([OH:31])[C@@H:20]([C@H:22]([C@H:24]([C@@H:26]([C:28]([OH:30])=[O:29])[OH:27])[OH:25])[OH:23])[OH:21].O. The catalyst is CO. The product is [O:18]=[C:19]([OH:31])[C@@H:20]([C@H:22]([C@H:24]([C@@H:26]([C:28]([OH:30])=[O:29])[OH:27])[OH:25])[OH:23])[OH:21].[CH3:1][NH:2][CH:3]([CH2:5]/[CH:6]=[CH:7]/[C:8]1[CH:9]=[N:10][CH:11]=[C:12]([O:14][CH:15]([CH3:17])[CH3:16])[CH:13]=1)[CH3:4].[CH3:1][NH:2][CH:3]([CH2:5]/[CH:6]=[CH:7]/[C:8]1[CH:9]=[N:10][CH:11]=[C:12]([O:14][CH:15]([CH3:17])[CH3:16])[CH:13]=1)[CH3:4]. The yield is 0.931.